Dataset: Full USPTO retrosynthesis dataset with 1.9M reactions from patents (1976-2016). Task: Predict the reactants needed to synthesize the given product. (1) Given the product [CH3:2][O:3][C:4](=[O:13])[NH:5][C@H:6]1[C@@H:11]([CH3:12])[CH2:10][CH2:9][N:8]([CH2:14][C:15]2[CH:20]=[CH:19][CH:18]=[CH:17][CH:16]=2)[CH2:7]1, predict the reactants needed to synthesize it. The reactants are: Cl.[CH3:2][O:3][C:4](=[O:13])[NH:5][C@H:6]1[C@@H:11]([CH3:12])[CH2:10][CH2:9][NH:8][CH2:7]1.[CH:14](=O)[C:15]1[CH:20]=[CH:19][CH:18]=[CH:17][CH:16]=1.C(N(C(C)C)CC)(C)C.C(O[BH-](OC(=O)C)OC(=O)C)(=O)C.[Na+]. (2) Given the product [C:22]([NH:26][S:27]([C:30]1[CH:35]=[CH:34][C:33]([C:19]2[N:18]=[CH:17][N:16]([C:11]3[N:12]=[C:13]([CH3:15])[CH:14]=[C:9]([C:4]4[CH:5]=[CH:6][C:7]([Cl:8])=[C:2]([Cl:1])[CH:3]=4)[N:10]=3)[CH:20]=2)=[CH:32][CH:31]=1)(=[O:29])=[O:28])([CH3:25])([CH3:23])[CH3:24], predict the reactants needed to synthesize it. The reactants are: [Cl:1][C:2]1[CH:3]=[C:4]([C:9]2[CH:14]=[C:13]([CH3:15])[N:12]=[C:11]([N:16]3[CH:20]=[C:19](I)[N:18]=[CH:17]3)[N:10]=2)[CH:5]=[CH:6][C:7]=1[Cl:8].[C:22]([NH:26][S:27]([C:30]1[CH:35]=[CH:34][C:33](B(O)O)=[CH:32][CH:31]=1)(=[O:29])=[O:28])([CH3:25])([CH3:24])[CH3:23]. (3) Given the product [Cl:24][C:21]1[CH:22]=[C:23]2[C:18](=[CH:19][C:20]=1[C:29]1[CH:30]=[CH:31][CH:32]=[C:33]3[C:38]=1[N:37]=[CH:36][N:35]=[CH:34]3)[N:17]=[CH:16][N:15]=[C:14]2[N:11]1[CH2:12][CH2:13][N:8]([C:6]([O:5][C:1]([CH3:4])([CH3:3])[CH3:2])=[O:7])[CH2:9][CH2:10]1, predict the reactants needed to synthesize it. The reactants are: [C:1]([O:5][C:6]([N:8]1[CH2:13][CH2:12][N:11]([C:14]2[C:23]3[C:18](=[CH:19][C:20](B(O)O)=[C:21]([Cl:24])[CH:22]=3)[N:17]=[CH:16][N:15]=2)[CH2:10][CH2:9]1)=[O:7])([CH3:4])([CH3:3])[CH3:2].Br[C:29]1[CH:30]=[CH:31][CH:32]=[C:33]2[C:38]=1[N:37]=[CH:36][N:35]=[CH:34]2.C([O-])([O-])=O.[Na+].[Na+]. (4) Given the product [C:21]([NH:23][C:24]([NH:14][C:10]1[CH:11]=[CH:12][CH:13]=[C:8]([N:5]2[C:6]([CH3:7])=[C:2]([CH3:1])[N:3]=[CH:4]2)[CH:9]=1)=[S:25])(=[O:22])[C:18]1[CH:19]=[CH:20][CH:15]=[CH:16][CH:17]=1, predict the reactants needed to synthesize it. The reactants are: [CH3:1][C:2]1[N:3]=[CH:4][N:5]([C:8]2[CH:9]=[C:10]([NH2:14])[CH:11]=[CH:12][CH:13]=2)[C:6]=1[CH3:7].[CH:15]1[CH:20]=[CH:19][C:18]([C:21]([N:23]=[C:24]=[S:25])=[O:22])=[CH:17][CH:16]=1. (5) Given the product [CH3:1][O:2][C:3]([C:5]1[N:6]=[CH:7][C:8]([N:11]2[CH2:12][CH2:13][N:14]([C:21]3[N:20]=[N:19][C:18]([Cl:17])=[C:23]([CH3:24])[C:22]=3[CH3:25])[CH2:15][CH2:16]2)=[N:9][CH:10]=1)=[O:4], predict the reactants needed to synthesize it. The reactants are: [CH3:1][O:2][C:3]([C:5]1[N:6]=[CH:7][C:8]([N:11]2[CH2:16][CH2:15][NH:14][CH2:13][CH2:12]2)=[N:9][CH:10]=1)=[O:4].[Cl:17][C:18]1[N:19]=[N:20][C:21](Cl)=[C:22]([CH3:25])[C:23]=1[CH3:24].O. (6) Given the product [N:12]1([CH2:11][C:9]2[N:10]=[C:6]3[CH:5]=[CH:4][CH:3]=[C:2]([N:29]4[CH2:30][CH2:31][N:26]([CH2:32][CH2:33][OH:34])[CH2:27][CH2:28]4)[N:7]3[CH:8]=2)[C@H:25]2[C@H:16]([CH2:17][CH2:18][C:19]3[C:24]2=[N:23][CH:22]=[CH:21][CH:20]=3)[CH2:15][CH2:14][CH2:13]1, predict the reactants needed to synthesize it. The reactants are: F[C:2]1[N:7]2[CH:8]=[C:9]([CH2:11][N:12]3[C@H:25]4[C@H:16]([CH2:17][CH2:18][C:19]5[C:24]4=[N:23][CH:22]=[CH:21][CH:20]=5)[CH2:15][CH2:14][CH2:13]3)[N:10]=[C:6]2[CH:5]=[CH:4][CH:3]=1.[N:26]1([CH2:32][CH2:33][OH:34])[CH2:31][CH2:30][NH:29][CH2:28][CH2:27]1.O. (7) Given the product [F:1][C:2]1[CH:20]=[CH:19][C:5]([CH2:6][O:7][C:8]2[CH:9]=[C:10]3[C:14](=[CH:15][CH:16]=2)[C:13](=[O:17])[N:12]([CH2:24][C:25]([NH2:27])=[O:26])[C:11]3=[O:18])=[CH:4][CH:3]=1, predict the reactants needed to synthesize it. The reactants are: [F:1][C:2]1[CH:20]=[CH:19][C:5]([CH2:6][O:7][C:8]2[CH:9]=[C:10]3[C:14](=[CH:15][CH:16]=2)[C:13](=[O:17])[NH:12][C:11]3=[O:18])=[CH:4][CH:3]=1.[H-].[Na+].Br[CH2:24][C:25]([NH2:27])=[O:26].O. (8) Given the product [C:1]([O:5][C:6]([C:8]1[O:9][C:10]2[CH:17]=[CH:16][CH:15]=[C:14]([O:18][S:33]([C:32]([F:45])([F:44])[F:31])(=[O:35])=[O:34])[C:11]=2[C:12]=1[CH3:13])=[O:7])([CH3:4])([CH3:2])[CH3:3], predict the reactants needed to synthesize it. The reactants are: [C:1]([O:5][C:6]([C:8]1[O:9][C:10]2[CH:17]=[CH:16][CH:15]=[C:14]([OH:18])[C:11]=2[C:12]=1[CH3:13])=[O:7])([CH3:4])([CH3:3])[CH3:2].C(N(CC)C(C)C)(C)C.ClCCl.[F:31][C:32]([F:45])([F:44])[S:33](O[S:33]([C:32]([F:45])([F:44])[F:31])(=[O:35])=[O:34])(=[O:35])=[O:34]. (9) Given the product [Cl:1][C:2]1[CH:3]=[CH:4][C:5]2[C:12]3=[C:13]([CH:24]4[CH2:29][CH2:28][CH2:27][CH2:26][CH2:25]4)[C:14]4[CH:15]=[CH:16][C:17]([C:20]([O:22][CH3:23])=[O:21])=[CH:18][C:19]=4[N:11]3[CH2:10][CH2:9][N:8]([CH2:31][CH2:32][N:33]([CH3:35])[CH3:34])[CH2:7][C:6]=2[CH:36]=1, predict the reactants needed to synthesize it. The reactants are: [Cl:1][C:2]1[CH:3]=[CH:4][C:5]2[C:12]3=[C:13]([CH:24]4[CH2:29][CH2:28][CH2:27][CH2:26][CH2:25]4)[C:14]4[CH:15]=[CH:16][C:17]([C:20]([O:22][CH3:23])=[O:21])=[CH:18][C:19]=4[N:11]3[CH2:10][C:9](=O)[N:8]([CH2:31][CH2:32][N:33]([CH3:35])[CH3:34])[CH2:7][C:6]=2[CH:36]=1.B.C1COCC1.Cl.